This data is from Forward reaction prediction with 1.9M reactions from USPTO patents (1976-2016). The task is: Predict the product of the given reaction. (1) Given the reactants [F:1][C:2]1[CH:9]=[C:8](F)[CH:7]=[CH:6][C:3]=1[CH:4]=O.Cl.[CH3:12][CH:13]1[CH2:18][O:17][CH2:16][CH2:15][NH:14]1.[CH2:19]1[CH:23]2[CH2:24][NH:25][CH2:26][CH:22]2[CH2:21][N:20]1[C:27]([O:29]C(C)(C)C)=[O:28].[CH2:34]1[C:39](=[O:40])[N:38](OC(O[N:38]2[C:39](=[O:40])[CH2:34][CH2:35][C:36]2=[O:37])=O)[C:36](=[O:37])[CH2:35]1, predict the reaction product. The product is: [F:1][C:2]1[CH:9]=[C:8]([N:14]2[CH2:15][CH2:16][O:17][CH2:18][CH:13]2[CH3:12])[CH:7]=[CH:6][C:3]=1[CH2:4][N:25]1[CH2:26][CH:22]2[CH2:21][N:20]([C:27]([O:29][N:38]3[C:39](=[O:40])[CH2:34][CH2:35][C:36]3=[O:37])=[O:28])[CH2:19][CH:23]2[CH2:24]1. (2) Given the reactants [N+:1]([C:4]1[CH:9]=[CH:8][CH:7]=[CH:6][C:5]=1[N:10]1[CH2:15][CH2:14][NH:13][CH2:12][CH2:11]1)([O-:3])=[O:2].C([O-])([O-])=O.[Na+].[Na+].[CH2:22](Br)[C:23]1[CH:28]=[CH:27][CH:26]=[CH:25][CH:24]=1, predict the reaction product. The product is: [N+:1]([C:4]1[CH:9]=[CH:8][CH:7]=[CH:6][C:5]=1[N:10]1[CH2:11][CH2:12][N:13]([CH2:22][C:23]2[CH:28]=[CH:27][CH:26]=[CH:25][CH:24]=2)[CH2:14][CH2:15]1)([O-:3])=[O:2].